From a dataset of Catalyst prediction with 721,799 reactions and 888 catalyst types from USPTO. Predict which catalyst facilitates the given reaction. (1) Reactant: [Cl:1][C:2]1[CH:7]=[C:6]([Cl:8])[CH:5]=[CH:4][C:3]=1[C@H:9]1[C:14]([C:15]([O:17][C@H:18]([CH3:24])[C:19]([O:21][CH2:22][CH3:23])=[O:20])=[O:16])=[C:13]([CH2:25]Br)[NH:12][C:11]([C:27]2[S:28][CH:29]=[CH:30][N:31]=2)=[N:10]1.[NH:32]1[CH2:37][CH2:36][O:35][CH2:34][C@H:33]1[C:38]([OH:40])=[O:39].C(=O)([O-])[O-].[K+].[K+]. Product: [Cl:1][C:2]1[CH:7]=[C:6]([Cl:8])[CH:5]=[CH:4][C:3]=1[C@@H:9]1[N:10]=[C:11]([C:27]2[S:28][CH:29]=[CH:30][N:31]=2)[NH:12][C:13]([CH2:25][N:32]2[CH2:37][CH2:36][O:35][CH2:34][C@H:33]2[C:38]([OH:40])=[O:39])=[C:14]1[C:15]([O:17][C@H:18]([CH3:24])[C:19]([O:21][CH2:22][CH3:23])=[O:20])=[O:16]. The catalyst class is: 8. (2) Reactant: Cl.[CH3:2][C:3]1[N:15]2[C:6]([C:7]3[CH:8]=[C:9]([C:24]4[CH:29]=[CH:28][CH:27]=[CH:26][CH:25]=4)[C:10]([C:16]4[CH:21]=[CH:20][C:19]([CH2:22][NH2:23])=[CH:18][CH:17]=4)=[N:11][C:12]=3[CH:13]=[CH:14]2)=[N:5][N:4]=1.C(Cl)C[Cl:32].C1C=CC2N(O)N=NC=2C=1.CCN(C(C)C)C(C)C.Cl.[N:54]1[CH:59]=[CH:58][CH:57]=[C:56]([CH2:60][C:61](O)=[O:62])[CH:55]=1. Product: [Cl-:32].[CH3:2][C:3]1[N:15]2[C:6]([C:7]3[CH:8]=[C:9]([C:24]4[CH:29]=[CH:28][CH:27]=[CH:26][CH:25]=4)[C:10]([C:16]4[CH:17]=[CH:18][C:19]([CH2:22][NH:23][C:61](=[O:62])[CH2:60][C:56]5[CH:55]=[NH+:54][CH:59]=[CH:58][CH:57]=5)=[CH:20][CH:21]=4)=[N:11][C:12]=3[CH:13]=[CH:14]2)=[N:5][N:4]=1. The catalyst class is: 9. (3) Reactant: [CH2:1]([O:8][CH2:9][C:10]([OH:12])=O)[C:2]1[CH:7]=[CH:6][CH:5]=[CH:4][CH:3]=1.C(Cl)CCl.C1C=CC2N(O)N=NC=2C=1.CN1CCOCC1.[F:34][C:35]([F:44])([F:43])[C:36]1[CH:37]=[C:38]([CH:40]=[CH:41][CH:42]=1)[NH2:39]. Product: [CH2:1]([O:8][CH2:9][C:10]([NH:39][C:38]1[CH:40]=[CH:41][CH:42]=[C:36]([C:35]([F:34])([F:43])[F:44])[CH:37]=1)=[O:12])[C:2]1[CH:3]=[CH:4][CH:5]=[CH:6][CH:7]=1. The catalyst class is: 329. (4) Reactant: Cl.[OH:2][CH2:3][C@@H:4]1[CH2:9][CH2:8][CH2:7][CH2:6][C@H:5]1[NH2:10].[F:11][C:12]1[CH:13]=[N:14][C:15]([O:21][C:22]2[CH:27]=[CH:26][CH:25]=[C:24]([S:28][CH3:29])[CH:23]=2)=[C:16]([CH:20]=1)[C:17](O)=[O:18].Cl.CN(C)CCCN=C=NCC.ON1C2C=CC=CC=2N=N1. Product: [F:11][C:12]1[CH:13]=[N:14][C:15]([O:21][C:22]2[CH:27]=[CH:26][CH:25]=[C:24]([S:28][CH3:29])[CH:23]=2)=[C:16]([CH:20]=1)[C:17]([NH:10][C@@H:5]1[CH2:6][CH2:7][CH2:8][CH2:9][C@H:4]1[CH2:3][OH:2])=[O:18]. The catalyst class is: 289. (5) Reactant: [F:1][C:2]([F:20])([F:19])[C:3]1[CH:8]=[C:7]([C:9]([C:11]([F:14])([F:13])[F:12])=[CH2:10])[CH:6]=[C:5]([C:15]([F:18])([F:17])[F:16])[N:4]=1.[CH2:21]([N:28]([CH2:32][Si](C)(C)C)[CH2:29]OC)[C:22]1[CH:27]=[CH:26][CH:25]=[CH:24][CH:23]=1. Product: [CH2:21]([N:28]1[CH2:32][CH2:10][C:9]([C:7]2[CH:8]=[C:3]([C:2]([F:1])([F:19])[F:20])[N:4]=[C:5]([C:15]([F:18])([F:16])[F:17])[CH:6]=2)([C:11]([F:14])([F:13])[F:12])[CH2:29]1)[C:22]1[CH:27]=[CH:26][CH:25]=[CH:24][CH:23]=1. The catalyst class is: 281. (6) Reactant: [N+:1]([C:4]1[CH:9]=[CH:8][CH:7]=[CH:6][C:5]=1[S:10](Cl)(=[O:12])=[O:11])([O-:3])=[O:2].Cl.CN.[CH2:17]([N:19](CC)CC)C.CO. Product: [CH3:17][NH:19][S:10]([C:5]1[CH:6]=[CH:7][CH:8]=[CH:9][C:4]=1[N+:1]([O-:3])=[O:2])(=[O:12])=[O:11]. The catalyst class is: 2. (7) The catalyst class is: 202. Product: [Br:32][C:29]1[CH:30]=[CH:31][C:24]([NH:23][C:18](=[O:19])[C:17]2[CH:21]=[CH:22][C:14]([S:11]([N:7]3[C:8]4[C:4](=[CH:3][C:2]([Cl:1])=[CH:10][CH:9]=4)[CH2:5][CH2:6]3)(=[O:13])=[O:12])=[CH:15][CH:16]=2)=[C:25]([C:26]#[N:27])[CH:28]=1. Reactant: [Cl:1][C:2]1[CH:3]=[C:4]2[C:8](=[CH:9][CH:10]=1)[N:7]([S:11]([C:14]1[CH:22]=[CH:21][C:17]([C:18](Cl)=[O:19])=[CH:16][CH:15]=1)(=[O:13])=[O:12])[CH2:6][CH2:5]2.[NH2:23][C:24]1[CH:31]=[CH:30][C:29]([Br:32])=[CH:28][C:25]=1[C:26]#[N:27].